From a dataset of Forward reaction prediction with 1.9M reactions from USPTO patents (1976-2016). Predict the product of the given reaction. (1) Given the reactants Br[C:2]1[CH:3]=[C:4]([C@H:8]([NH:23][CH3:24])[CH2:9][N:10]2[CH2:14][CH2:13][C@H:12]([O:15][Si:16]([C:19]([CH3:22])([CH3:21])[CH3:20])([CH3:18])[CH3:17])[CH2:11]2)[CH:5]=[CH:6][CH:7]=1.[CH3:25][N:26](C)C=O, predict the reaction product. The product is: [Si:16]([O:15][C@H:12]1[CH2:13][CH2:14][N:10]([CH2:9][C@H:8]([C:4]2[CH:3]=[C:2]([CH:7]=[CH:6][CH:5]=2)[C:25]#[N:26])[NH:23][CH3:24])[CH2:11]1)([C:19]([CH3:22])([CH3:21])[CH3:20])([CH3:18])[CH3:17]. (2) Given the reactants [Br:1][C:2]1[CH:3]=[C:4]([CH2:8][OH:9])[CH:5]=[N:6][CH:7]=1.N1C=CN=C1.[CH:15]([Si:18](Cl)([CH:22]([CH3:24])[CH3:23])[CH:19]([CH3:21])[CH3:20])([CH3:17])[CH3:16], predict the reaction product. The product is: [Br:1][C:2]1[CH:7]=[N:6][CH:5]=[C:4]([CH2:8][O:9][Si:18]([CH:22]([CH3:24])[CH3:23])([CH:19]([CH3:21])[CH3:20])[CH:15]([CH3:17])[CH3:16])[CH:3]=1. (3) Given the reactants Cl[CH2:2][C:3]1[CH:4]=[CH:5][C:6]2[N:10]=[CH:9][N:8]([C:11]3[S:15][C:14]([C:16]([NH2:18])=[O:17])=[C:13]([O:19][C@@H:20]([C:22]4[CH:27]=[CH:26][CH:25]=[CH:24][C:23]=4[Cl:28])[CH3:21])[CH:12]=3)[C:7]=2[CH:29]=1.[CH3:30][S:31]([CH2:34][CH2:35][NH2:36])(=[O:33])=[O:32], predict the reaction product. The product is: [Cl:28][C:23]1[CH:24]=[CH:25][CH:26]=[CH:27][C:22]=1[C@H:20]([O:19][C:13]1[CH:12]=[C:11]([N:8]2[C:7]3[CH:29]=[C:3]([CH2:2][NH:36][CH2:35][CH2:34][S:31]([CH3:30])(=[O:33])=[O:32])[CH:4]=[CH:5][C:6]=3[N:10]=[CH:9]2)[S:15][C:14]=1[C:16]([NH2:18])=[O:17])[CH3:21]. (4) Given the reactants C(=O)([O-])[O-].[K+].[K+].Cl[C:8]1[N:16]=[C:15]([CH3:17])[N:14]=[C:13]2[C:9]=1[N:10]=[CH:11][N:12]2[CH:18]1[CH2:23][CH2:22][CH2:21][CH2:20][O:19]1.[F:24][C:25]1[C:30](B(O)O)=[CH:29][C:28]([CH2:34][O:35][CH2:36][C:37]2[CH:42]=[CH:41][C:40]([O:43][CH3:44])=[CH:39][CH:38]=2)=[CH:27][N:26]=1.ClCCl, predict the reaction product. The product is: [F:24][C:25]1[C:30]([C:8]2[N:16]=[C:15]([CH3:17])[N:14]=[C:13]3[C:9]=2[N:10]=[CH:11][N:12]3[CH:18]2[CH2:23][CH2:22][CH2:21][CH2:20][O:19]2)=[CH:29][C:28]([CH2:34][O:35][CH2:36][C:37]2[CH:38]=[CH:39][C:40]([O:43][CH3:44])=[CH:41][CH:42]=2)=[CH:27][N:26]=1.